Dataset: Forward reaction prediction with 1.9M reactions from USPTO patents (1976-2016). Task: Predict the product of the given reaction. (1) Given the reactants C[O:2][C:3]([C:5]1[N:6]([CH3:26])[N:7]=[C:8]([O:10][CH2:11][C:12]2[C:13]([C:19]3[CH:24]=[CH:23][C:22]([Cl:25])=[CH:21][CH:20]=3)=[N:14][O:15][C:16]=2[CH2:17][OH:18])[CH:9]=1)=O.[F:27][C:28]([F:32])([F:31])[CH2:29][NH2:30], predict the reaction product. The product is: [F:27][C:28]([F:32])([F:31])[CH2:29][NH:30][C:3]([C:5]1[N:6]([CH3:26])[N:7]=[C:8]([O:10][CH2:11][C:12]2[C:13]([C:19]3[CH:20]=[CH:21][C:22]([Cl:25])=[CH:23][CH:24]=3)=[N:14][O:15][C:16]=2[CH2:17][OH:18])[CH:9]=1)=[O:2]. (2) Given the reactants C1CCC(N=C=NC2CCCCC2)CC1.[CH:16]([C:18]1[CH:26]=[CH:25][C:21]([C:22]([OH:24])=[O:23])=[CH:20][CH:19]=1)=[CH2:17].[CH3:27][O:28][CH2:29][CH2:30][O:31][CH2:32][CH2:33][O:34][CH2:35][CH2:36]O, predict the reaction product. The product is: [CH:16]([C:18]1[CH:26]=[CH:25][C:21]([C:22]([O:24][CH2:36][CH2:35][O:34][CH2:33][CH2:32][O:31][CH2:30][CH2:29][O:28][CH3:27])=[O:23])=[CH:20][CH:19]=1)=[CH2:17].